Dataset: Catalyst prediction with 721,799 reactions and 888 catalyst types from USPTO. Task: Predict which catalyst facilitates the given reaction. (1) Reactant: [O:1]1[C:8]2[CH:7]=[C:6]([C:9]([O:11][CH3:12])=[O:10])[NH:5][C:4]=2[CH:3]=[CH:2]1.CCCC[N+](CCCC)(CCCC)CCCC.[F-].C1C(=O)N([Br:38])C(=O)C1. Product: [Br:38][C:7]1[C:8]2[O:1][CH:2]=[CH:3][C:4]=2[NH:5][C:6]=1[C:9]([O:11][CH3:12])=[O:10]. The catalyst class is: 2. (2) Reactant: [NH2:1][C:2]1[CH:3]=[C:4]([N:8]2[C:12](=[O:13])[CH2:11][CH:10]([C:14]([NH:16][CH:17]([C:24]3[CH:25]=[N:26][CH:27]=[CH:28][CH:29]=3)[CH2:18][C:19]([O:21][CH2:22][CH3:23])=[O:20])=[O:15])[CH2:9]2)[CH:5]=[CH:6][CH:7]=1.C([O-])(O)=O.[Na+].Br[CH2:36][C:37]([NH:39][C:40]1[CH:45]=[CH:44][CH:43]=[CH:42][CH:41]=1)=[O:38]. Product: [O:13]=[C:12]1[N:8]([C:4]2[CH:5]=[CH:6][CH:7]=[C:2]([NH:1][CH2:36][C:37](=[O:38])[NH:39][C:40]3[CH:45]=[CH:44][CH:43]=[CH:42][CH:41]=3)[CH:3]=2)[CH2:9][CH:10]([C:14]([NH:16][CH:17]([C:24]2[CH:25]=[N:26][CH:27]=[CH:28][CH:29]=2)[CH2:18][C:19]([O:21][CH2:22][CH3:23])=[O:20])=[O:15])[CH2:11]1. The catalyst class is: 2. (3) Reactant: [CH3:1][O:2][C:3]1[CH:8]=[CH:7][CH:6]=[CH:5][C:4]=1[S:9][C:10]1[CH:18]=[CH:17][C:16]([N+:19]([O-:21])=[O:20])=[CH:15][C:11]=1[C:12]([OH:14])=O.N. Product: [CH3:1][O:2][C:3]1[CH:8]=[CH:7][CH:6]=[C:5]2[C:4]=1[S:9][C:10]1[CH:18]=[CH:17][C:16]([N+:19]([O-:21])=[O:20])=[CH:15][C:11]=1[C:12]2=[O:14]. The catalyst class is: 501. (4) Reactant: [F:1][C:2]1[CH:19]=[CH:18][C:17]([C:20]2[CH:25]=[CH:24][CH:23]=[C:22]([F:26])[CH:21]=2)=[CH:16][C:3]=1[C:4]([NH:6][C:7]1[C:12]([CH3:13])=[CH:11][CH:10]=[C:9]([OH:14])[C:8]=1[F:15])=O. Product: [F:15][C:8]1[C:7]([NH:6][CH2:4][C:3]2[CH:16]=[C:17]([C:20]3[CH:25]=[CH:24][CH:23]=[C:22]([F:26])[CH:21]=3)[CH:18]=[CH:19][C:2]=2[F:1])=[C:12]([CH3:13])[CH:11]=[CH:10][C:9]=1[OH:14]. The catalyst class is: 1. (5) Product: [NH2:2][C:1]1[N:31]2[N:30]=[CH:29][C:28]([C:25]3[CH:26]=[N:27][C:22]([C:16]4[CH:21]=[CH:20][CH:19]=[CH:18][CH:17]=4)=[CH:23][CH:24]=3)=[C:32]2[N:33]=[C:7]2[CH2:6][N:5]([C:9]([O:11][C:12]([CH3:15])([CH3:14])[CH3:13])=[O:10])[CH2:4][C:3]=12. The catalyst class is: 11. Reactant: [C:1]([CH:3]1[C:7](=O)[CH2:6][N:5]([C:9]([O:11][C:12]([CH3:15])([CH3:14])[CH3:13])=[O:10])[CH2:4]1)#[N:2].[C:16]1([C:22]2[N:27]=[CH:26][C:25]([C:28]3[CH:29]=[N:30][NH:31][C:32]=3[NH2:33])=[CH:24][CH:23]=2)[CH:21]=[CH:20][CH:19]=[CH:18][CH:17]=1.